This data is from Full USPTO retrosynthesis dataset with 1.9M reactions from patents (1976-2016). The task is: Predict the reactants needed to synthesize the given product. (1) Given the product [CH3:22][CH:18]1[CH:17]([C:13]2[CH:14]=[C:15]3[C:10](=[CH:11][CH:12]=2)[CH2:9][NH:8][CH2:16]3)[CH2:21][CH2:20][O:19]1, predict the reactants needed to synthesize it. The reactants are: C([N:8]1[CH2:16][C:15]2[C:10](=[CH:11][CH:12]=[C:13]([C:17]3[CH:18]([CH3:22])[O:19][CH2:20][CH:21]=3)[CH:14]=2)[CH2:9]1)C1C=CC=CC=1.[H][H]. (2) Given the product [CH:1]1([C:6]2([CH2:14][CH2:15][C:16]3[CH:21]=[CH:20][C:19]([C:22]4([C:25]#[N:26])[CH2:23][CH2:24]4)=[C:18]([F:27])[CH:17]=3)[CH2:11][C:10]([OH:12])=[C:9]([CH2:38][C:36]3[N:37]=[C:32]4[N:31]=[CH:30][C:29]([CH3:28])=[CH:34][N:33]4[N:35]=3)[C:8](=[O:13])[O:7]2)[CH2:5][CH2:4][CH2:3][CH2:2]1, predict the reactants needed to synthesize it. The reactants are: [CH:1]1([C:6]2([CH2:14][CH2:15][C:16]3[CH:21]=[CH:20][C:19]([C:22]4([C:25]#[N:26])[CH2:24][CH2:23]4)=[C:18]([F:27])[CH:17]=3)[CH2:11][C:10](=[O:12])[CH2:9][C:8](=[O:13])[O:7]2)[CH2:5][CH2:4][CH2:3][CH2:2]1.[CH3:28][C:29]1[CH:30]=[N:31][C:32]2[N:33]([N:35]=[C:36]([CH:38]=O)[N:37]=2)[CH:34]=1.